Dataset: Full USPTO retrosynthesis dataset with 1.9M reactions from patents (1976-2016). Task: Predict the reactants needed to synthesize the given product. (1) Given the product [CH2:33]([NH:35][C:39](=[O:40])[CH2:38][NH:37][C:3](=[O:4])[CH:2]([OH:1])[C:6]1[CH:11]=[CH:10][C:9]([C:12]2[N:16]=[C:15]([C:17]3[C:21]([C:22]([F:25])([F:23])[F:24])=[C:20]([C:26]4[CH:31]=[CH:30][CH:29]=[CH:28][CH:27]=4)[O:19][N:18]=3)[O:14][N:13]=2)=[CH:8][CH:7]=1)[CH3:34], predict the reactants needed to synthesize it. The reactants are: [OH:1][CH:2]([C:6]1[CH:11]=[CH:10][C:9]([C:12]2[N:16]=[C:15]([C:17]3[C:21]([C:22]([F:25])([F:24])[F:23])=[C:20]([C:26]4[CH:31]=[CH:30][CH:29]=[CH:28][CH:27]=4)[O:19][N:18]=3)[O:14][N:13]=2)=[CH:8][CH:7]=1)[C:3](O)=[O:4].Cl.[CH2:33]([NH2:35])[CH3:34].C[N:37]1CC[O:40][CH2:39][CH2:38]1.CN(C(ON1N=NC2C=CC=NC1=2)=[N+](C)C)C.F[P-](F)(F)(F)(F)F. (2) Given the product [F:17][C:18]1[CH:19]=[CH:20][C:21]([CH2:22][O:23][C:24]2[CH:29]=[N:28][NH:27][C:26](=[O:36])[CH:25]=2)=[CH:37][CH:38]=1, predict the reactants needed to synthesize it. The reactants are: ClC1C=CC(COC2C=NNC(=O)C=2)=NC=1.[F:17][C:18]1[CH:38]=[CH:37][C:21]([CH2:22][O:23][C:24]2[CH:29]=[N:28][N:27](C3CCCCO3)[C:26](=[O:36])[CH:25]=2)=[CH:20][CH:19]=1. (3) Given the product [N:12]([CH2:2][C:3]1[N:4]=[CH:5][NH:6][CH:7]=1)=[N+:13]=[N-:14], predict the reactants needed to synthesize it. The reactants are: O[CH2:2][C:3]1[N:4]=[CH:5][NH:6][CH:7]=1.O=S(Cl)Cl.[N-:12]=[N+:13]=[N-:14].[Na+].C([O-])(O)=O.[Na+]. (4) Given the product [O:10]1[C:11]2[C:16](=[CH:15][CH:14]=[CH:13][CH:12]=2)[CH:17]=[C:8]([C:6]([NH:5][CH2:4][C:3]([OH:19])=[O:2])=[O:7])[C:9]1=[O:18], predict the reactants needed to synthesize it. The reactants are: C[O:2][C:3](=[O:19])[CH2:4][NH:5][C:6]([C:8]1[C:9](=[O:18])[O:10][C:11]2[C:16]([CH:17]=1)=[CH:15][CH:14]=[CH:13][CH:12]=2)=[O:7].[Li+].[OH-]. (5) Given the product [F:17][C:16]([F:19])([F:18])[S:13]([O:1][C:2]1[CH:11]=[C:10]([CH3:12])[CH:9]=[CH:8][C:3]=1[C:4]([O:6][CH3:7])=[O:5])(=[O:15])=[O:14], predict the reactants needed to synthesize it. The reactants are: [OH:1][C:2]1[CH:11]=[C:10]([CH3:12])[CH:9]=[CH:8][C:3]=1[C:4]([O:6][CH3:7])=[O:5].[S:13](O[S:13]([C:16]([F:19])([F:18])[F:17])(=[O:15])=[O:14])([C:16]([F:19])([F:18])[F:17])(=[O:15])=[O:14]. (6) Given the product [CH3:1][O:2][C:3]([C:5]1[CH:14]=[C:13]([OH:15])[C:12]2[C:7](=[CH:8][CH:9]=[C:10]([F:19])[CH:11]=2)[CH:6]=1)=[O:4], predict the reactants needed to synthesize it. The reactants are: [CH3:1][O:2][C:3]([C:5]1[CH:14]=[C:13]([O:15]C(=O)C)[C:12]2[C:7](=[CH:8][CH:9]=[C:10]([F:19])[CH:11]=2)[CH:6]=1)=[O:4].C[O-].[Na+].Cl.